From a dataset of Blood-brain barrier permeability classification from the B3DB database. Regression/Classification. Given a drug SMILES string, predict its absorption, distribution, metabolism, or excretion properties. Task type varies by dataset: regression for continuous measurements (e.g., permeability, clearance, half-life) or binary classification for categorical outcomes (e.g., BBB penetration, CYP inhibition). Dataset: b3db_classification. (1) The compound is O=C(c1cccc(OC(F)F)c1)N1CCn2nc([C@@H](O)C3CC3)cc2C1. The result is 1 (penetrates BBB). (2) The drug is O=C(c1ccc(F)cc1)C1CCN(CCCN2c3ccccc3Sc3ccc(C(F)(F)F)cc32)CC1. The result is 1 (penetrates BBB). (3) The result is 0 (does not penetrate BBB). The drug is CC1=C(C(=O)O)N2C(=O)[C@@H](NC(=O)[C@H](N)C3=CCC=CC3)[C@@H]2SC1. (4) The molecule is CC(=O)Nc1nnc(S(N)(=O)=O)s1. The result is 1 (penetrates BBB). (5) The drug is N[C@H](Cc1ccc(O)c(O)c1)C(=O)O. The result is 0 (does not penetrate BBB).